This data is from Reaction yield outcomes from USPTO patents with 853,638 reactions. The task is: Predict the reaction yield, written as a fraction of the theoretical maximum amount of product (1.0 means a 100% yield; for example, 0.34 means a 34% yield). (1) The reactants are FC(F)(F)C(O)=O.[Cl:8][C:9]1[C:10]([F:38])=[C:11]([CH:15]2[C:19]([C:22]3[CH:27]=[CH:26][C:25]([Cl:28])=[CH:24][C:23]=3[F:29])([C:20]#[N:21])[CH:18]([CH2:30][C:31]([CH3:34])([CH3:33])[CH3:32])[NH:17][CH:16]2[C:35](O)=[O:36])[CH:12]=[CH:13][CH:14]=1.CC1(C)[O:44][C@@H:43]([CH2:45][CH2:46][NH2:47])[C:42]([CH3:49])([CH3:48])[O:41]1.CN(C(ON1N=NC2C=CC=NC1=2)=[N+](C)C)C.F[P-](F)(F)(F)(F)F.CCN(C(C)C)C(C)C.Cl. The catalyst is C(Cl)Cl.O1CCCC1. The product is [OH:44][C@H:43]([C:42]([OH:41])([CH3:49])[CH3:48])[CH2:45][CH2:46][NH:47][C:35]([CH:16]1[CH:15]([C:11]2[CH:12]=[CH:13][CH:14]=[C:9]([Cl:8])[C:10]=2[F:38])[C:19]([C:22]2[CH:27]=[CH:26][C:25]([Cl:28])=[CH:24][C:23]=2[F:29])([C:20]#[N:21])[CH:18]([CH2:30][C:31]([CH3:33])([CH3:34])[CH3:32])[NH:17]1)=[O:36]. The yield is 0.430. (2) The reactants are [CH2:1]([N:8]1[CH2:13][CH2:12][C:11](=O)[CH2:10][CH2:9]1)[C:2]1[CH:7]=[CH:6][CH:5]=[CH:4][CH:3]=1.[NH2:15][C:16]1[CH:17]=[C:18]([CH:23]=[CH:24][CH:25]=1)[NH:19][C:20](=[O:22])[CH3:21].[BH4-].[Na+].C(=O)([O-])O.[Na+]. The catalyst is C1(C)C=CC=CC=1.O.C1(C)C=CC(S(O)(=O)=O)=CC=1. The product is [C:20]([NH:19][C:18]1[CH:17]=[C:16]([NH:15][CH:11]2[CH2:12][CH2:13][N:8]([CH2:1][C:2]3[CH:7]=[CH:6][CH:5]=[CH:4][CH:3]=3)[CH2:9][CH2:10]2)[CH:25]=[CH:24][CH:23]=1)(=[O:22])[CH3:21]. The yield is 0.820. (3) The product is [O:15]=[C:11]1[CH:10]=[C:9]([C:6]2[CH:5]=[CH:4][C:3]([C:2]([F:1])([F:16])[F:17])=[CH:8][N:7]=2)[CH:14]=[CH:13][N:12]1[C:19]1[CH:24]=[CH:23][C:22]2[C:25]3[CH2:26][N:27]([C:32]([O:34][C:35]([CH3:38])([CH3:37])[CH3:36])=[O:33])[CH2:28][CH2:29][C:30]=3[O:31][C:21]=2[CH:20]=1. The yield is 0.750. The reactants are [F:1][C:2]([F:17])([F:16])[C:3]1[CH:4]=[CH:5][C:6]([C:9]2[CH:14]=[CH:13][NH:12][C:11](=[O:15])[CH:10]=2)=[N:7][CH:8]=1.Br[C:19]1[CH:24]=[CH:23][C:22]2[C:25]3[CH2:26][N:27]([C:32]([O:34][C:35]([CH3:38])([CH3:37])[CH3:36])=[O:33])[CH2:28][CH2:29][C:30]=3[O:31][C:21]=2[CH:20]=1.C([O-])([O-])=O.[Cs+].[Cs+].CN[C@@H]1CCCC[C@H]1NC. The catalyst is C1(C)C=CC=CC=1.[Cu]I. (4) The catalyst is C(Cl)Cl. The reactants are C1C=C(Cl)C=C(C(OO)=[O:9])C=1.[Cl:12][C:13]1[CH:18]=[CH:17][CH:16]=[CH:15][C:14]=1[CH2:19][CH:20]=[CH2:21].C([O-])([O-])=O.[Na+].[Na+]. The product is [Cl:12][C:13]1[CH:18]=[CH:17][CH:16]=[CH:15][C:14]=1[CH2:19][CH:20]1[O:9][CH2:21]1. The yield is 0.950. (5) The reactants are [NH2:1][C:2]1[CH:3]=[C:4]([O:16][CH3:17])[CH:5]=[C:6]2[C:10]=1[NH:9][C:8]([C:11]([O:13][CH2:14][CH3:15])=[O:12])=[CH:7]2.[N:18]1[CH:23]=[CH:22][CH:21]=[CH:20][C:19]=1[S:24](Cl)(=[O:26])=[O:25].N1C=CC=C[CH:29]=1. No catalyst specified. The product is [CH3:17][O:16][C:4]1[CH:5]=[C:6]2[C:10](=[C:2]([N:1]([CH3:29])[S:24]([C:19]3[CH:20]=[CH:21][CH:22]=[CH:23][N:18]=3)(=[O:26])=[O:25])[CH:3]=1)[NH:9][C:8]([C:11]([O:13][CH2:14][CH3:15])=[O:12])=[CH:7]2. The yield is 0.680. (6) The reactants are [N:1]1([CH2:7][CH2:8][O:9][C:10]2[CH:15]=[CH:14][C:13]([NH2:16])=[CH:12][CH:11]=2)[CH2:6][CH2:5][CH2:4][CH2:3][CH2:2]1.O[CH:18]=[C:19]1[C:27]2[C:22](=[CH:23][CH:24]=[CH:25][CH:26]=2)[NH:21][C:20]1=[O:28]. No catalyst specified. The product is [N:1]1([CH2:7][CH2:8][O:9][C:10]2[CH:11]=[CH:12][C:13]([NH:16][CH:18]=[C:19]3[C:27]4[C:22](=[CH:23][CH:24]=[CH:25][CH:26]=4)[NH:21][C:20]3=[O:28])=[CH:14][CH:15]=2)[CH2:2][CH2:3][CH2:4][CH2:5][CH2:6]1. The yield is 0.800.